Dataset: Forward reaction prediction with 1.9M reactions from USPTO patents (1976-2016). Task: Predict the product of the given reaction. Given the reactants [C:1]([O:5][C:6]([O:8]C([O-])=O)=O)([CH3:4])([CH3:3])[CH3:2].C(=O)(O)[O-].[Na+].[NH:17]1[CH2:32][C@H:30]([OH:31])[CH2:29][C@H:18]1[C:19]([O:21][CH2:22][C:23]1[CH:28]=[CH:27][CH:26]=[CH:25][CH:24]=1)=[O:20], predict the reaction product. The product is: [N:17]1([C:6]([O:5][C:1]([CH3:2])([CH3:3])[CH3:4])=[O:8])[CH2:32][C@H:30]([OH:31])[CH2:29][C@H:18]1[C:19]([O:21][CH2:22][C:23]1[CH:28]=[CH:27][CH:26]=[CH:25][CH:24]=1)=[O:20].